From a dataset of Experimentally validated miRNA-target interactions with 360,000+ pairs, plus equal number of negative samples. Binary Classification. Given a miRNA mature sequence and a target amino acid sequence, predict their likelihood of interaction. (1) The miRNA is hsa-miR-1297 with sequence UUCAAGUAAUUCAGGUG. The protein sequence of the target gene is MQATAALETDSDKNYPKNGGHFQNDKLYNPKKENMFFSNGCNGVILAFPDGKEDSLATEERASDKENSIVDQRDLSELSFSENQDSNRGNIFSQSSEFEDSNDYAFLNETYSIHYSESKLKDENLLHLYSGLHPEVHKRVEMIFDTLDNNSIGLGRSAEASGADCGDVQKSDVDEDSQQEYHSAELECISAHLAKTVSRSSLDVSELKTSSYDFKCGGNFEDNHGKLESGPSPSLESLNGFAQECSLQVSTSQSSDMLQEYHEPKYEKCKEQEVDLTYHKAFDGILQRSSSPLNHQKVPE.... Result: 0 (no interaction). (2) The miRNA is mmu-miR-672-5p with sequence UGAGGUUGGUGUACUGUGUGUGA. The protein sequence of the target gene is MTEKAPEPHVEEDDDDELDSKLNYKPPPQKSLKELQEMDKDDESLIKYKKTLLGDGPVVTDPKAPNVVVTRLTLVCESAPGPITMDLTGDLEALKKETIVLKEGSEYRVKIHFKVNRDIVSGLKYVQHTYRTGVKVDKATFMVGSYGPRPEEYEFLTPVEEAPKGMLARGTYHNKSFFTDDDKQDHLSWEWNLSIKKEWTE. Result: 0 (no interaction). (3) The miRNA is hsa-miR-4677-3p with sequence UCUGUGAGACCAAAGAACUACU. The protein sequence of the target gene is MALSEDEAEAEVSVNTKVPSCGRWNSGKLLPSGLEPDQPLHLGVEGGPLWRAEADPGCISGVFLSRVHTASKEPVADRSKPPLRGPLPSASVGTGEVLHSMGSQMEEDRLPASQDLLPALQVFGTITVCSGQEADSEDFQATLDPSQVLGLSQQPHTSGLPLPPQWKSTVSPGAPQLSSRSISASSVGSSLQDHQEKAGPQRASFANVSSPELTVPQAAHSVVGAGPPLQGSAQPLTSGSDATGLGKRHLSFQAEYWACALPNSLPPSPNRHSALWDPNKEYEDLLDYTYPLRPGPQLPK.... Result: 0 (no interaction). (4) The protein sequence of the target gene is MAKGGEALPQGSPAPVQDPHLIKVTVKTPKDKEDFSVTDTCTIQQLKEEISQRFKAHPDQLVLIFAGKILKDPDSLAQCGVRDGLTVHLVIKRQHRAMGNECPAASVPTQGPSPGSLPQPSSIYPADGPPAFSLGLLTGLSRLGLAYRGFPDQPSSLMRQHVSVPEFVTQLIDDPFIPGLLSNTGLVRQLVLDNPHMQQLIQHNPEIGHILNNPEIMRQTLEFLRNPAMMQEMIRSQDRVLSNLESIPGGYNVLCTMYTDIMDPMLNAVQEQFGGNPFATATTDNATTTTSQPSRMENCD.... The miRNA is hsa-miR-4789-5p with sequence GUAUACACCUGAUAUGUGUAUG. Result: 0 (no interaction). (5) The miRNA is hsa-miR-4435 with sequence AUGGCCAGAGCUCACACAGAGG. The protein sequence of the target gene is MHSKTAPRFLVFLLLTLLLLLAASPVASKGCVCKGKGQCLCAGTKGEKGEKGVPGSPGFPGQKGFPGPEGLPGPQGPKGSPGLPGLTGPKGIRGITGLPGFAGPPGLPGLPGHPGPRGLAGLPGCNGSKGEQGFPGFPGTPGYAGLPGPDGLKGQKGEPAQGEDRGFNGKGDPGPPGVPGFQGFPGLPGFPGPAGPPGPPGFFGLPGAMGPRGPKGHMGDSVIGQKGERGMKGLTGPPGPPGTVIFTLTQPYNKSDFKGEKGDEGERGEPGPPGPSGPPGDSYGSEKGAPGEPGPRGKPG.... Result: 0 (no interaction). (6) The miRNA is hsa-miR-1237-5p with sequence CGGGGGCGGGGCCGAAGCGCG. The protein sequence of the target gene is MAEHDYHEDYGFSSFNDSSQEEHQDFLQFSKVFLPCMYLVVFVCGLVGNSLVLVISIFYHKLQSLTDVFLVNLPLADLVFVCTLPFWAYAGIHEWVFGQVMCKSLLGIYTINFYTSMLILTCITVDRFIVVVKATKAYNQQAKRMTWGKVTSLLIWVISLLVSLPQIIYGNVFNLDKLICGYHDEAISTVVLATQMTLGFFLPLLTMIVCYSVIIKTLLHAGGFQKHRSLKIIFLVMAVFLLTQMPFNLMKFIRSTHWEYYAMTSFHYTIMVTEAIAYLRACLNPVLYAFVSLKFRKNFW.... Result: 0 (no interaction).